Dataset: Forward reaction prediction with 1.9M reactions from USPTO patents (1976-2016). Task: Predict the product of the given reaction. Given the reactants Cl.Cl.[CH3:3][C:4]1([CH2:15][N:16]2[CH2:21][CH2:20][NH:19][CH2:18][CH2:17]2)[O:8][C:7]2=[N:9][C:10]([N+:12]([O-:14])=[O:13])=[CH:11][N:6]2[CH2:5]1.C(N(CC)CC)C.[Cl:29][C:30]1[CH:35]=[CH:34][C:33]([N:36]=[C:37]=[S:38])=[CH:32][CH:31]=1, predict the reaction product. The product is: [Cl:29][C:30]1[CH:35]=[CH:34][C:33]([NH:36][C:37]([N:19]2[CH2:18][CH2:17][N:16]([CH2:15][C:4]3([CH3:3])[O:8][C:7]4=[N:9][C:10]([N+:12]([O-:14])=[O:13])=[CH:11][N:6]4[CH2:5]3)[CH2:21][CH2:20]2)=[S:38])=[CH:32][CH:31]=1.